From a dataset of NCI-60 drug combinations with 297,098 pairs across 59 cell lines. Regression. Given two drug SMILES strings and cell line genomic features, predict the synergy score measuring deviation from expected non-interaction effect. (1) Drug 1: CC1=C(C(=CC=C1)Cl)NC(=O)C2=CN=C(S2)NC3=CC(=NC(=N3)C)N4CCN(CC4)CCO. Drug 2: CC1C(C(CC(O1)OC2CC(CC3=C2C(=C4C(=C3O)C(=O)C5=C(C4=O)C(=CC=C5)OC)O)(C(=O)CO)O)N)O.Cl. Cell line: MDA-MB-231. Synergy scores: CSS=47.9, Synergy_ZIP=-3.88, Synergy_Bliss=1.24, Synergy_Loewe=2.89, Synergy_HSA=5.11. (2) Drug 1: C1CC(=O)NC(=O)C1N2CC3=C(C2=O)C=CC=C3N. Drug 2: COC1=C2C(=CC3=C1OC=C3)C=CC(=O)O2. Cell line: OVCAR-5. Synergy scores: CSS=4.25, Synergy_ZIP=-1.72, Synergy_Bliss=-1.07, Synergy_Loewe=-1.42, Synergy_HSA=-1.24. (3) Drug 1: CC1=C(C(=CC=C1)Cl)NC(=O)C2=CN=C(S2)NC3=CC(=NC(=N3)C)N4CCN(CC4)CCO. Drug 2: C1CN(CCN1C(=O)CCBr)C(=O)CCBr. Cell line: CAKI-1. Synergy scores: CSS=24.8, Synergy_ZIP=-6.44, Synergy_Bliss=-2.39, Synergy_Loewe=-8.63, Synergy_HSA=-1.24. (4) Drug 1: C(=O)(N)NO. Drug 2: C1=NC2=C(N1)C(=S)N=CN2. Cell line: MCF7. Synergy scores: CSS=22.8, Synergy_ZIP=1.13, Synergy_Bliss=1.73, Synergy_Loewe=-29.0, Synergy_HSA=-1.01. (5) Drug 1: C1CCC(C1)C(CC#N)N2C=C(C=N2)C3=C4C=CNC4=NC=N3. Drug 2: CCC(=C(C1=CC=CC=C1)C2=CC=C(C=C2)OCCN(C)C)C3=CC=CC=C3.C(C(=O)O)C(CC(=O)O)(C(=O)O)O. Cell line: HT29. Synergy scores: CSS=1.21, Synergy_ZIP=4.71, Synergy_Bliss=8.18, Synergy_Loewe=1.94, Synergy_HSA=2.89. (6) Drug 1: C1C(C(OC1N2C=NC3=C2NC=NCC3O)CO)O. Drug 2: CCC1(C2=C(COC1=O)C(=O)N3CC4=CC5=C(C=CC(=C5CN(C)C)O)N=C4C3=C2)O.Cl. Cell line: NCI-H460. Synergy scores: CSS=60.7, Synergy_ZIP=-1.59, Synergy_Bliss=-0.110, Synergy_Loewe=-42.2, Synergy_HSA=1.00.